From a dataset of Reaction yield outcomes from USPTO patents with 853,638 reactions. Predict the reaction yield, written as a fraction of the theoretical maximum amount of product (1.0 means a 100% yield; for example, 0.34 means a 34% yield). (1) The reactants are Br[C:2]1[CH:3]=[CH:4][C:5]2[O:14][CH2:13][CH2:12][C:11]3[S:10][C:9]([C:15]4[N:16]([CH:20]([CH3:22])[CH3:21])[N:17]=[CH:18][N:19]=4)=[N:8][C:7]=3[C:6]=2[CH:23]=1.[CH3:24][C:25]1[CH:30]=[CH:29][N:28]=[CH:27][C:26]=1B(O)O. The catalyst is CN(C=O)C. The product is [CH:20]([N:16]1[C:15]([C:9]2[S:10][C:11]3[CH2:12][CH2:13][O:14][C:5]4[CH:4]=[CH:3][C:2]([C:26]5[CH:27]=[N:28][CH:29]=[CH:30][C:25]=5[CH3:24])=[CH:23][C:6]=4[C:7]=3[N:8]=2)=[N:19][CH:18]=[N:17]1)([CH3:22])[CH3:21]. The yield is 0.350. (2) The reactants are [CH2:1]([O:8][C:9]1[CH:10]=[CH:11][C:12]([O:26][CH:27]([CH3:29])[CH3:28])=[C:13]([C:15]2[NH:25][C:18]3=[N:19][CH:20]=[C:21]([CH2:23][OH:24])[CH:22]=[C:17]3[N:16]=2)[CH:14]=1)[C:2]1[CH:7]=[CH:6][CH:5]=[CH:4][CH:3]=1. The catalyst is ClCCl.O=[Mn]=O. The product is [CH2:1]([O:8][C:9]1[CH:10]=[CH:11][C:12]([O:26][CH:27]([CH3:29])[CH3:28])=[C:13]([C:15]2[NH:25][C:18]3=[N:19][CH:20]=[C:21]([CH:23]=[O:24])[CH:22]=[C:17]3[N:16]=2)[CH:14]=1)[C:2]1[CH:3]=[CH:4][CH:5]=[CH:6][CH:7]=1. The yield is 0.690. (3) The reactants are C([CH2:17][CH2:18][CH2:19][CH2:20][CH2:21][CH2:22][CH2:23][CH2:24]/[CH:25]=[CH:26]\[CH2:27][CH2:28][CH2:29][CH2:30][CH2:31][CH2:32][CH2:33][C:34]([NH-:36])=O)CCCCCCCCCCCCCCC.[H-].[H-].[H-].[H-].[Li+].[Al+3].[H-].[OH-].[Na+]. The catalyst is C1COCC1.CCOCC. The product is [CH2:32]([NH:36][CH2:34][CH2:33][CH2:32][CH2:31][CH2:30][CH2:29][CH2:28][CH2:27]/[CH:26]=[CH:25]\[CH2:24][CH2:23][CH2:22][CH2:21][CH2:20][CH2:19][CH2:18][CH3:17])[CH2:31][CH2:30][CH2:29][CH2:28][CH2:27][CH2:26][CH2:25][CH2:24][CH2:23][CH2:22][CH2:21][CH2:20][CH2:19][CH2:18][CH3:17]. The yield is 0.850. (4) The reactants are NC1C=C(OC)C=CC=1[C:4](O)=[O:5].[NH2:13][C:14]1[CH:19]=[C:18]([O:20][CH3:21])[CH:17]=[CH:16][C:15]=1[C:22]([C:24]1[CH:29]=[CH:28][CH:27]=[CH:26][C:25]=1[O:30][CH3:31])=[O:23].[NH2:32][C:33]1[S:34][CH:35]=[CH:36][N:37]=1. No catalyst specified. The product is [NH2:13][C:14]1[CH:19]=[C:18]([O:20][CH3:21])[CH:17]=[CH:16][C:15]=1[C:22]([C:24]1[CH:29]=[CH:28][CH:27]=[CH:26][C:25]=1[O:30][CH3:31])=[O:23].[CH3:31][O:30][C:25]1[CH:26]=[CH:27][CH:28]=[CH:29][C:24]=1[C:22]([C:15]1[CH:16]=[CH:17][C:18]([O:20][CH3:21])=[CH:19][C:14]=1[NH:13][C:4]([NH:32][C:33]1[S:34][CH:35]=[CH:36][N:37]=1)=[O:5])=[O:23]. The yield is 0.280. (5) The reactants are [CH:1]1([C:7]2[C:8]3[CH:9]=[CH:10][C:11]([C:31](=[O:39])[NH:32][S:33]([CH:36]4[CH2:38][CH2:37]4)(=[O:35])=[O:34])=[CH:12][C:13]=3[N:14]3[CH2:20][C:19]([C:21]([O:23]C)=[O:22])=[CH:18][C:17]4[CH:25]=[C:26]([O:29][CH3:30])[CH:27]=[CH:28][C:16]=4[C:15]=23)[CH2:6][CH2:5][CH2:4][CH2:3][CH2:2]1.[OH-].[Na+].Cl.C1COCC1. The catalyst is CO. The product is [CH:1]1([C:7]2[C:8]3[CH:9]=[CH:10][C:11]([C:31](=[O:39])[NH:32][S:33]([CH:36]4[CH2:37][CH2:38]4)(=[O:35])=[O:34])=[CH:12][C:13]=3[N:14]3[CH2:20][C:19]([C:21]([OH:23])=[O:22])=[CH:18][C:17]4[CH:25]=[C:26]([O:29][CH3:30])[CH:27]=[CH:28][C:16]=4[C:15]=23)[CH2:2][CH2:3][CH2:4][CH2:5][CH2:6]1. The yield is 0.940. (6) The reactants are [N:1]1[CH:6]=[CH:5][CH:4]=[CH:3][C:2]=1[NH:7][NH2:8].[C:9]1([CH2:15][CH:16]=O)[CH:14]=[CH:13][CH:12]=[CH:11][CH:10]=1. No catalyst specified. The product is [N:1]1[CH:6]=[CH:5][CH:4]=[CH:3][C:2]=1[NH:7][NH:8][CH:16]=[CH:15][C:9]1[CH:14]=[CH:13][CH:12]=[CH:11][CH:10]=1. The yield is 1.00. (7) The reactants are [CH2:1]([N:8]1[CH:16]=[C:15]2[C:10]([CH:11]=[C:12]([C:17]3[CH:18]=[C:19]([CH2:27][CH2:28][CH2:29]Br)[N:20]4[C:25]=3[C:24]([NH2:26])=[N:23][CH:22]=[N:21]4)[CH:13]=[CH:14]2)=[N:9]1)[C:2]1[CH:7]=[CH:6][CH:5]=[CH:4][CH:3]=1.[ClH:31].FC1(F)CCNC1.C(N(CC)CC)C.[I-].[Na+]. The catalyst is CN(C=O)C. The product is [CH2:1]([N:8]1[CH:16]=[C:15]2[C:10]([CH:11]=[C:12]([C:17]3[CH:18]=[C:19]([CH2:27][CH2:28][CH2:29][Cl:31])[N:20]4[C:25]=3[C:24]([NH2:26])=[N:23][CH:22]=[N:21]4)[CH:13]=[CH:14]2)=[N:9]1)[C:2]1[CH:7]=[CH:6][CH:5]=[CH:4][CH:3]=1. The yield is 0.208. (8) The reactants are [Cl:1][C:2]1[CH:3]=[C:4]([C:8]2[CH:17]=[C:16]([C:18]3[CH:23]=[CH:22][C:21](SC)=[CH:20][CH:19]=3)[C:15]([O:26][CH3:27])=[C:14]3[C:9]=2[CH:10]=[N:11][C:12]([NH:28][CH3:29])=[N:13]3)[CH:5]=[CH:6][CH:7]=1.Cl[C:31]1C=CC=C(C(OO)=O)C=1.[S:41]([O-:44])([O-])=[O:42].[Na+].[Na+]. The catalyst is C(Cl)Cl. The product is [Cl:1][C:2]1[CH:3]=[C:4]([C:8]2[CH:17]=[C:16]([C:18]3[CH:23]=[CH:22][C:21]([S:41]([CH3:31])(=[O:44])=[O:42])=[CH:20][CH:19]=3)[C:15]([O:26][CH3:27])=[C:14]3[C:9]=2[CH:10]=[N:11][C:12]([NH:28][CH3:29])=[N:13]3)[CH:5]=[CH:6][CH:7]=1. The yield is 0.530.